From a dataset of Full USPTO retrosynthesis dataset with 1.9M reactions from patents (1976-2016). Predict the reactants needed to synthesize the given product. Given the product [O:50]=[S:2]1(=[O:1])[CH2:7][CH2:6][N:5]([CH2:8][CH2:9][NH:10][C@:11]23[CH2:46][CH2:45][C@@H:44]([CH:47]([CH3:48])[CH3:49])[C@@H:12]2[C@@H:13]2[C@@:26]([CH3:29])([CH2:27][CH2:28]3)[C@@:25]3([CH3:30])[CH:16]([C@:17]4([CH3:43])[C@@H:22]([CH2:23][CH2:24]3)[C:21]([CH3:31])([CH3:32])[C@@H:20]([O:33][C:34](=[O:42])[CH2:35][C:36]([CH3:40])([CH3:41])[C:37]([OH:39])=[O:38])[CH2:19][CH2:18]4)[CH2:15][CH2:14]2)[CH2:4][CH2:3]1, predict the reactants needed to synthesize it. The reactants are: [O:1]=[S:2]1(=[O:50])[CH2:7][CH2:6][N:5]([CH2:8][CH2:9][NH:10][C@:11]23[CH2:46][CH2:45][C@@H:44]([C:47]([CH3:49])=[CH2:48])[C@@H:12]2[C@@H:13]2[C@@:26]([CH3:29])([CH2:27][CH2:28]3)[C@@:25]3([CH3:30])[CH:16]([C@:17]4([CH3:43])[C@@H:22]([CH2:23][CH2:24]3)[C:21]([CH3:32])([CH3:31])[C@@H:20]([O:33][C:34](=[O:42])[CH2:35][C:36]([CH3:41])([CH3:40])[C:37]([OH:39])=[O:38])[CH2:19][CH2:18]4)[CH2:15][CH2:14]2)[CH2:4][CH2:3]1.